Predict which catalyst facilitates the given reaction. From a dataset of Catalyst prediction with 721,799 reactions and 888 catalyst types from USPTO. (1) The catalyst class is: 7. Reactant: [O:1]=[C:2]1[CH2:11][CH2:10][CH2:9][C:8]2[CH:7]=[C:6]([C:12]([O:14][CH3:15])=[O:13])[CH:5]=[CH:4][C:3]1=2.C[Si](C)(C)[N-][Si](C)(C)C.[Li+].[CH:26]1([CH:30]=O)[CH2:29][CH2:28][CH2:27]1.O. Product: [CH:26]1([CH:30]=[C:11]2[CH2:10][CH2:9][C:8]3[CH:7]=[C:6]([C:12]([O:14][CH3:15])=[O:13])[CH:5]=[CH:4][C:3]=3[C:2]2=[O:1])[CH2:29][CH2:28][CH2:27]1. (2) Reactant: [C:1](Cl)(=[O:6])[O:2][CH:3]([Cl:5])[CH3:4].[CH:8]([OH:11])([CH3:10])[CH3:9].N1C=CC=CC=1. Product: [C:1](=[O:6])([O:11][CH:8]([CH3:10])[CH3:9])[O:2][CH:3]([Cl:5])[CH3:4]. The catalyst class is: 2. (3) Reactant: [CH3:1][C:2]1[CH:3]=[CH:4][C:5]([C:8]2[CH:9]=[C:10]([CH:15]=[C:16](B3OC(C)(C)C(C)(C)O3)[CH:17]=2)[C:11]([O:13]C)=[O:12])=[N:6][CH:7]=1.Br[C:28]1[CH:33]=[CH:32][CH:31]=[C:30]([F:34])[C:29]=1[F:35].C(=O)([O-])[O-].[Cs+].[Cs+].O.CN(C)C=O. Product: [F:34][C:30]1[C:29]([F:35])=[CH:28][CH:33]=[CH:32][C:31]=1[C:16]1[CH:17]=[C:8]([C:5]2[CH:4]=[CH:3][C:2]([CH3:1])=[CH:7][N:6]=2)[CH:9]=[C:10]([C:11]([OH:13])=[O:12])[CH:15]=1. The catalyst class is: 682. (4) Reactant: [N:1]1[C:10]2[C:5](=[CH:6][CH:7]=[CH:8][CH:9]=2)[CH:4]=[CH:3][C:2]=1[N:11]1[CH2:16][CH2:15][N:14]([CH2:17][CH2:18][CH2:19][N:20]2C(=O)C3C(=CC=CC=3)C2=O)[CH2:13][CH2:12]1.O.NN. Product: [N:1]1[C:10]2[C:5](=[CH:6][CH:7]=[CH:8][CH:9]=2)[CH:4]=[CH:3][C:2]=1[N:11]1[CH2:12][CH2:13][N:14]([CH2:17][CH2:18][CH2:19][NH2:20])[CH2:15][CH2:16]1. The catalyst class is: 8. (5) Reactant: C([N:8]1[CH:13]2[CH2:14][CH2:15][CH:9]1[CH2:10][CH:11]([N:16]1[CH2:21][CH2:20][N:19]([C:22]([O:24][C:25]([CH3:28])([CH3:27])[CH3:26])=[O:23])[CH2:18][CH2:17]1)[CH2:12]2)C1C=CC=CC=1. Product: [CH:13]12[NH:8][CH:9]([CH2:15][CH2:14]1)[CH2:10][CH:11]([N:16]1[CH2:17][CH2:18][N:19]([C:22]([O:24][C:25]([CH3:28])([CH3:27])[CH3:26])=[O:23])[CH2:20][CH2:21]1)[CH2:12]2. The catalyst class is: 105.